From a dataset of NCI-60 drug combinations with 297,098 pairs across 59 cell lines. Regression. Given two drug SMILES strings and cell line genomic features, predict the synergy score measuring deviation from expected non-interaction effect. Drug 1: CC12CCC3C(C1CCC2=O)CC(=C)C4=CC(=O)C=CC34C. Drug 2: C1=NC2=C(N=C(N=C2N1C3C(C(C(O3)CO)O)O)F)N. Cell line: NCI-H460. Synergy scores: CSS=12.6, Synergy_ZIP=3.78, Synergy_Bliss=5.47, Synergy_Loewe=-1.37, Synergy_HSA=5.74.